This data is from Full USPTO retrosynthesis dataset with 1.9M reactions from patents (1976-2016). The task is: Predict the reactants needed to synthesize the given product. (1) Given the product [F:1][CH:2]([F:13])[C:3]1[C:4]([F:12])=[CH:5][C:6]([B:14]2[O:18][C:17]([CH3:20])([CH3:19])[C:16]([CH3:22])([CH3:21])[O:15]2)=[C:7]([O:9][CH3:10])[CH:8]=1, predict the reactants needed to synthesize it. The reactants are: [F:1][CH:2]([F:13])[C:3]1[CH:8]=[C:7]([O:9][CH3:10])[C:6](I)=[CH:5][C:4]=1[F:12].[B:14]1([B:14]2[O:18][C:17]([CH3:20])([CH3:19])[C:16]([CH3:22])([CH3:21])[O:15]2)[O:18][C:17]([CH3:20])([CH3:19])[C:16]([CH3:22])([CH3:21])[O:15]1.C([O-])(=O)C.[K+]. (2) Given the product [C:13]1([CH2:19][CH2:11][CH2:12][NH:8][C:1]([N:3]2[CH:7]=[CH:6][N:5]=[CH:4]2)=[O:2])[CH:18]=[CH:17][CH:16]=[CH:15][CH:14]=1, predict the reactants needed to synthesize it. The reactants are: [C:1]([N:8]1[CH:12]=[CH:11]N=C1)([N:3]1[CH:7]=[CH:6][N:5]=[CH:4]1)=[O:2].[C:13]1([CH2:19]CCN)[CH:18]=[CH:17][CH:16]=[CH:15][CH:14]=1.